From a dataset of NCI-60 drug combinations with 297,098 pairs across 59 cell lines. Regression. Given two drug SMILES strings and cell line genomic features, predict the synergy score measuring deviation from expected non-interaction effect. (1) Drug 1: CN1CCC(CC1)COC2=C(C=C3C(=C2)N=CN=C3NC4=C(C=C(C=C4)Br)F)OC. Drug 2: CN(C(=O)NC(C=O)C(C(C(CO)O)O)O)N=O. Cell line: HOP-62. Synergy scores: CSS=2.18, Synergy_ZIP=-1.02, Synergy_Bliss=-4.33, Synergy_Loewe=-5.38, Synergy_HSA=-4.84. (2) Synergy scores: CSS=49.0, Synergy_ZIP=11.7, Synergy_Bliss=12.3, Synergy_Loewe=9.28, Synergy_HSA=8.55. Cell line: RPMI-8226. Drug 1: CN1CCC(CC1)COC2=C(C=C3C(=C2)N=CN=C3NC4=C(C=C(C=C4)Br)F)OC. Drug 2: C(CC(=O)O)C(=O)CN.Cl. (3) Drug 1: CC1=CC=C(C=C1)C2=CC(=NN2C3=CC=C(C=C3)S(=O)(=O)N)C(F)(F)F. Drug 2: C1C(C(OC1N2C=NC(=NC2=O)N)CO)O. Cell line: KM12. Synergy scores: CSS=11.3, Synergy_ZIP=-4.75, Synergy_Bliss=-0.276, Synergy_Loewe=-11.0, Synergy_HSA=-0.973. (4) Drug 1: CCC1(CC2CC(C3=C(CCN(C2)C1)C4=CC=CC=C4N3)(C5=C(C=C6C(=C5)C78CCN9C7C(C=CC9)(C(C(C8N6C)(C(=O)OC)O)OC(=O)C)CC)OC)C(=O)OC)O.OS(=O)(=O)O. Drug 2: CC(C)CN1C=NC2=C1C3=CC=CC=C3N=C2N. Cell line: HCT116. Synergy scores: CSS=-1.55, Synergy_ZIP=2.15, Synergy_Bliss=3.80, Synergy_Loewe=1.13, Synergy_HSA=1.80. (5) Drug 1: C#CCC(CC1=CN=C2C(=N1)C(=NC(=N2)N)N)C3=CC=C(C=C3)C(=O)NC(CCC(=O)O)C(=O)O. Drug 2: CN(CCCl)CCCl.Cl. Cell line: MOLT-4. Synergy scores: CSS=67.2, Synergy_ZIP=-2.55, Synergy_Bliss=-1.72, Synergy_Loewe=0.847, Synergy_HSA=0.0213.